From a dataset of Full USPTO retrosynthesis dataset with 1.9M reactions from patents (1976-2016). Predict the reactants needed to synthesize the given product. (1) The reactants are: [C:1]([O:5][C:6](=[O:14])[NH:7][C:8]1[CH:12]=[CH:11][S:10][C:9]=1I)([CH3:4])([CH3:3])[CH3:2].[Br:15][C:16]1[CH:21]=[CH:20][C:19](B(O)O)=[CH:18][CH:17]=1.C([O-])([O-])=O.[Na+].[Na+]. Given the product [C:1]([O:5][C:6](=[O:14])[NH:7][C:8]1[CH:12]=[CH:11][S:10][C:9]=1[C:19]1[CH:20]=[CH:21][C:16]([Br:15])=[CH:17][CH:18]=1)([CH3:4])([CH3:3])[CH3:2], predict the reactants needed to synthesize it. (2) Given the product [CH3:40][O:39][C:36]1[N:37]=[CH:38][C:33]([N:31]2[C:17]([C:13]3[N:12]([CH3:11])[CH:16]=[CH:15][CH:14]=3)=[CH:18][C:20]([C:21]([OH:23])=[O:22])=[N:32]2)=[CH:34][CH:35]=1, predict the reactants needed to synthesize it. The reactants are: C[Si]([N-][Si](C)(C)C)(C)C.[Li+].[CH3:11][N:12]1[CH:16]=[CH:15][CH:14]=[C:13]1[C:17](=O)[CH3:18].[C:20](OCC)(=O)[C:21]([O:23]CC)=[O:22].Cl.[NH:31]([C:33]1[CH:34]=[CH:35][C:36]([O:39][CH3:40])=[N:37][CH:38]=1)[NH2:32]. (3) Given the product [Br:15][C:16]1[CH:17]=[C:18]2[C:19]([C:22]([C:24]3[CH:29]=[CH:28][C:27]([F:30])=[CH:26][CH:25]=3)=[C:10]([CH3:11])[C:9](=[O:12])[O:31]2)=[CH:20][CH:21]=1, predict the reactants needed to synthesize it. The reactants are: P(Cl)(Cl)(Cl)=O.C(N(CC)[C:9](=[O:12])[CH2:10][CH3:11])C.[Br:15][C:16]1[CH:21]=[CH:20][C:19]([C:22]([C:24]2[CH:29]=[CH:28][C:27]([F:30])=[CH:26][CH:25]=2)=O)=[C:18]([OH:31])[CH:17]=1.C([O-])(O)=O.[Na+].Cl.